Dataset: Reaction yield outcomes from USPTO patents with 853,638 reactions. Task: Predict the reaction yield, written as a fraction of the theoretical maximum amount of product (1.0 means a 100% yield; for example, 0.34 means a 34% yield). (1) The reactants are C[O:2][C:3]1[CH:11]=[C:10]([O:12][CH3:13])[C:9]([O:14][CH3:15])=[CH:8][C:4]=1[C:5]([OH:7])=[O:6].[Al](Cl)(Cl)Cl.O.O.O.O.O.O.[Na+].[Br-].Cl. The catalyst is CN(C)C=O.O. The product is [OH:2][C:3]1[CH:11]=[C:10]([O:12][CH3:13])[C:9]([O:14][CH3:15])=[CH:8][C:4]=1[C:5]([OH:7])=[O:6]. The yield is 0.730. (2) The catalyst is C(O)C. The product is [C:18]([O:17][C:16]([NH:15][C:10]1[CH:11]=[CH:12][CH:13]=[CH:14][C:9]=1[C:8]1[C:4]([CH2:3][C:1]([OH:26])=[O:24])=[N:5][O:6][C:7]=1[CH3:23])=[O:22])([CH3:21])([CH3:20])[CH3:19]. The yield is 0.670. The reactants are [C:1]([CH2:3][C:4]1[C:8]([C:9]2[CH:14]=[CH:13][CH:12]=[CH:11][C:10]=2[NH:15][C:16](=[O:22])[O:17][C:18]([CH3:21])([CH3:20])[CH3:19])=[C:7]([CH3:23])[O:6][N:5]=1)#N.[OH-:24].[Na+].[OH2:26].